Dataset: Peptide-MHC class I binding affinity with 185,985 pairs from IEDB/IMGT. Task: Regression. Given a peptide amino acid sequence and an MHC pseudo amino acid sequence, predict their binding affinity value. This is MHC class I binding data. (1) The peptide sequence is GIGDMTPAERL. The MHC is Mamu-A02 with pseudo-sequence Mamu-A02. The binding affinity (normalized) is 0. (2) The peptide sequence is RGPYRAFVTI. The MHC is HLA-A68:01 with pseudo-sequence HLA-A68:01. The binding affinity (normalized) is 0.